The task is: Regression. Given two drug SMILES strings and cell line genomic features, predict the synergy score measuring deviation from expected non-interaction effect.. This data is from NCI-60 drug combinations with 297,098 pairs across 59 cell lines. (1) Drug 1: CS(=O)(=O)OCCCCOS(=O)(=O)C. Drug 2: CC(C)(C#N)C1=CC(=CC(=C1)CN2C=NC=N2)C(C)(C)C#N. Cell line: EKVX. Synergy scores: CSS=3.70, Synergy_ZIP=-1.33, Synergy_Bliss=-0.389, Synergy_Loewe=-1.22, Synergy_HSA=-1.70. (2) Drug 1: CC1CCC2CC(C(=CC=CC=CC(CC(C(=O)C(C(C(=CC(C(=O)CC(OC(=O)C3CCCCN3C(=O)C(=O)C1(O2)O)C(C)CC4CCC(C(C4)OC)O)C)C)O)OC)C)C)C)OC. Drug 2: B(C(CC(C)C)NC(=O)C(CC1=CC=CC=C1)NC(=O)C2=NC=CN=C2)(O)O. Cell line: BT-549. Synergy scores: CSS=59.7, Synergy_ZIP=5.36, Synergy_Bliss=3.31, Synergy_Loewe=-6.75, Synergy_HSA=4.05. (3) Drug 1: CC12CCC3C(C1CCC2O)C(CC4=C3C=CC(=C4)O)CCCCCCCCCS(=O)CCCC(C(F)(F)F)(F)F. Drug 2: CN(CCCl)CCCl.Cl. Cell line: PC-3. Synergy scores: CSS=12.2, Synergy_ZIP=-4.00, Synergy_Bliss=1.25, Synergy_Loewe=-5.88, Synergy_HSA=1.32. (4) Drug 1: CN(C)N=NC1=C(NC=N1)C(=O)N. Drug 2: C1C(C(OC1N2C=NC3=C(N=C(N=C32)Cl)N)CO)O. Cell line: SK-MEL-28. Synergy scores: CSS=5.63, Synergy_ZIP=2.42, Synergy_Bliss=4.79, Synergy_Loewe=-2.30, Synergy_HSA=2.45.